From a dataset of Experimentally validated miRNA-target interactions with 360,000+ pairs, plus equal number of negative samples. Binary Classification. Given a miRNA mature sequence and a target amino acid sequence, predict their likelihood of interaction. (1) The miRNA is hsa-miR-559 with sequence UAAAGUAAAUAUGCACCAAAA. The protein sequence of the target gene is MAAAMPLALLVLLLLGPGGWCLAEPPRDSLREELVITPLPSGDVAATFQFRTRWDSELQREGVSHYRLFPKALGQLISKYSLRELHLSFTQGFWRTRYWGPPFLQAPSGAELWVWFQDTVTDVDKSWKELSNVLSGIFCASLNFIDSTNTVTPTASFKPLGLANDTDHYFLRYAVLPREVVCTENLTPWKKLLPCSSKAGLSVLLKADRLFHTSYHSQAVHIRPVCRNARCTSISWELRQTLSVVFDAFITGQGKKDWSLFRMFSRTLTEPCPLASESRVYVDITTYNQDNETLEVHPPP.... Result: 0 (no interaction). (2) The miRNA is mmu-miR-1905 with sequence CACCAGUCCCACCACGCGGUAG. The protein sequence of the target gene is MSHPDYRMNLRPLGTPRGVSAVAGPHDIGASPGDKKSKNRSTRGKKKSIFETYMSKEDVSEGLKRGTLIQGVLRINPKKFHEAFIPSPDGDRDIFIDGVVARNRALNGDLVVVKLLPEEHWKVVKPESNDKETEAAYESDIPEELCGHHLPQQSLKSYNDSPDVIVEAQFDGSDSEDGHGITQNVLVDGVKKLSVCVSEKGREDGDAPVTKDETTCISQDTRALSEKSLQRSAKVVYILEKKHSRAATGFLKLLADKNSELFRKYALFSPSDHRVPRIYVPLKDCPQDFVARPKDYANTL.... Result: 0 (no interaction).